This data is from Full USPTO retrosynthesis dataset with 1.9M reactions from patents (1976-2016). The task is: Predict the reactants needed to synthesize the given product. (1) Given the product [N:3]1([C:13]([NH:1][NH2:2])=[O:32])[C:11]2[C:6](=[CH:7][CH:8]=[CH:9][CH:10]=2)[CH2:5][C:4]1=[O:12], predict the reactants needed to synthesize it. The reactants are: [NH2:1][NH2:2].[NH:3]1[C:11]2[C:6](=[CH:7][CH:8]=[CH:9][CH:10]=2)[CH2:5][C:4]1=[O:12].[C:13]([O-:32])(=O)CCCCCCCCCCCCCCCCC.[Mg+2].C([O-])(=O)CCCCCCCCCCCCCCCCC. (2) Given the product [Cl:12][CH2:13][C:14]1[N:16]=[C:6]([C:5]2[CH:4]=[C:3]([CH2:2][OH:1])[CH:11]=[CH:10][CH:9]=2)[O:8][N:15]=1, predict the reactants needed to synthesize it. The reactants are: [OH:1][CH2:2][C:3]1[CH:4]=[C:5]([CH:9]=[CH:10][CH:11]=1)[C:6]([OH:8])=O.[Cl:12][CH2:13][C:14]([NH:16]O)=[NH:15].CN(C(ON1N=NC2C=CC=CC1=2)=[N+](C)C)C.F[P-](F)(F)(F)(F)F.C(N(CC)CC)C.